Dataset: Full USPTO retrosynthesis dataset with 1.9M reactions from patents (1976-2016). Task: Predict the reactants needed to synthesize the given product. (1) Given the product [CH3:1][C:2]1[CH:7]=[C:6]([CH3:8])[CH:5]=[CH:4][C:3]=1[C:18]1[S:22][N:21]=[C:20]([C:23]([F:24])([F:26])[F:25])[C:19]=1[CH2:27][O:28][C:29]1[CH:34]=[CH:33][C:32]([CH2:35][CH2:36][C:37]([OH:39])=[O:38])=[C:31]([C:42]([F:44])([F:43])[F:45])[CH:30]=1, predict the reactants needed to synthesize it. The reactants are: [CH3:1][C:2]1[CH:7]=[C:6]([CH3:8])[CH:5]=[CH:4][C:3]=1B(O)O.C1(C)C=CC=CC=1[C:18]1[S:22][N:21]=[C:20]([C:23]([F:26])([F:25])[F:24])[C:19]=1[CH2:27][O:28][C:29]1[CH:34]=[CH:33][C:32]([CH2:35][CH2:36][C:37]([O:39]CC)=[O:38])=[C:31]([C:42]([F:45])([F:44])[F:43])[CH:30]=1. (2) Given the product [C:1]([C:3]1[CH:4]=[C:5]([C:13]([N:15]([CH2:17][C@H:18]([C:22]2[CH:27]=[CH:26][C:25]([Cl:28])=[C:24]([Cl:29])[CH:23]=2)[CH2:19][CH2:20][N:31]2[CH2:34][CH:33]([OH:35])[CH2:32]2)[CH3:16])=[O:14])[C:6]2[C:11]([CH:12]=1)=[CH:10][CH:9]=[CH:8][CH:7]=2)#[N:2], predict the reactants needed to synthesize it. The reactants are: [C:1]([C:3]1[CH:4]=[C:5]([C:13]([N:15]([CH2:17][C@H:18]([C:22]2[CH:27]=[CH:26][C:25]([Cl:28])=[C:24]([Cl:29])[CH:23]=2)[CH2:19][CH:20]=O)[CH3:16])=[O:14])[C:6]2[C:11]([CH:12]=1)=[CH:10][CH:9]=[CH:8][CH:7]=2)#[N:2].Cl.[NH:31]1[CH2:34][CH:33]([OH:35])[CH2:32]1.C(N(CC)CC)C.C(O[BH-](OC(=O)C)OC(=O)C)(=O)C.[Na+]. (3) Given the product [F:1][C:2]1[CH:7]=[CH:6][C:5]([CH2:8][N:9]2[C:40](=[O:41])[C:39]([C:34]3[NH:33][C:32]4[CH:43]=[CH:44][C:29]([NH:28][S:25]([CH3:24])(=[O:27])=[O:26])=[CH:30][C:31]=4[S:36](=[O:38])(=[O:37])[N:35]=3)=[C:20]([OH:21])[C@H:11]3[C@@H:10]2[CH:19]2[CH:18]4[CH:17]5[CH:12]3[CH:13]3[CH:14]2[CH:15]4[CH:16]53)=[CH:4][CH:3]=1, predict the reactants needed to synthesize it. The reactants are: [F:1][C:2]1[CH:7]=[CH:6][C:5]([CH2:8][NH:9][C@H:10]2[CH:19]3[CH:14]4[CH:15]5[CH:18]3[CH:17]3[CH:12]([CH:13]4[CH:16]53)[C@H:11]2[C:20](OC)=[O:21])=[CH:4][CH:3]=1.[CH3:24][S:25]([NH:28][C:29]1[CH:44]=[CH:43][C:32]2[NH:33][C:34]([CH2:39][C:40](O)=[O:41])=[N:35][S:36](=[O:38])(=[O:37])[C:31]=2[CH:30]=1)(=[O:27])=[O:26].Cl.CN(C)CCCN=C=NCC.C(N(CC)CC)C. (4) The reactants are: [CH:1]1([NH:4][C:5](=[O:31])[C:6]2[CH:11]=[C:10]([F:12])[C:9]([CH3:13])=[C:8]([C:14]3[CH:15]=[C:16]4[C:21](=[CH:22][CH:23]=3)[C:20](=[O:24])[N:19]([CH2:25][CH:26]3[CH2:28][CH2:27]3)[CH:18]=[C:17]4[CH:29]=O)[CH:7]=2)[CH2:3][CH2:2]1.[OH:32][CH2:33][C@H:34]1[CH2:39][NH:38][CH2:37][CH2:36][N:35]1C(OC(C)(C)C)=O.C(O[BH-](OC(=O)C)OC(=O)C)(=O)C.[Na+]. Given the product [CH:1]1([NH:4][C:5](=[O:31])[C:6]2[CH:11]=[C:10]([F:12])[C:9]([CH3:13])=[C:8]([C:14]3[CH:15]=[C:16]4[C:21](=[CH:22][CH:23]=3)[C:20](=[O:24])[N:19]([CH2:25][CH:26]3[CH2:27][CH2:28]3)[CH:18]=[C:17]4[CH2:29][N:38]3[CH2:37][CH2:36][NH:35][C@@H:34]([CH2:33][OH:32])[CH2:39]3)[CH:7]=2)[CH2:2][CH2:3]1, predict the reactants needed to synthesize it. (5) Given the product [CH2:7]([O:9][C:10]([C:12]1[C:13]([C:29]2[CH:28]=[N:27][C:26]([O:25][CH3:24])=[CH:31][CH:30]=2)=[C:14]2[N:19]([CH:20]=1)[CH:18]=[C:17]([CH2:21][OH:22])[CH:16]=[CH:15]2)=[O:11])[CH3:8], predict the reactants needed to synthesize it. The reactants are: COCCOC.[CH2:7]([O:9][C:10]([C:12]1[C:13](Br)=[C:14]2[N:19]([CH:20]=1)[CH:18]=[C:17]([CH2:21][OH:22])[CH:16]=[CH:15]2)=[O:11])[CH3:8].[CH3:24][O:25][C:26]1[CH:31]=[CH:30][C:29](B(O)O)=[CH:28][N:27]=1.C(=O)([O-])[O-].[K+].[K+].